Dataset: Peptide-MHC class I binding affinity with 185,985 pairs from IEDB/IMGT. Task: Regression. Given a peptide amino acid sequence and an MHC pseudo amino acid sequence, predict their binding affinity value. This is MHC class I binding data. (1) The peptide sequence is PLRPMTYR. The MHC is HLA-A23:01 with pseudo-sequence HLA-A23:01. The binding affinity (normalized) is 0.175. (2) The peptide sequence is STYAVRITW. The MHC is Mamu-A02 with pseudo-sequence Mamu-A02. The binding affinity (normalized) is 0.591.